This data is from Reaction yield outcomes from USPTO patents with 853,638 reactions. The task is: Predict the reaction yield, written as a fraction of the theoretical maximum amount of product (1.0 means a 100% yield; for example, 0.34 means a 34% yield). (1) The reactants are [F:1][C:2]1[CH:7]=[CH:6][C:5]([C:8]2[CH:9]=[CH:10][C:11]3[N:12]=[CH:13][NH:14][C:15](=O)[C:16]=3[N:17]=2)=[CH:4][CH:3]=1.C(N(C(C)C)CC)(C)C.P(Cl)(Cl)([Cl:30])=O. The catalyst is C1(C)C=CC=CC=1. The product is [Cl:30][C:15]1[C:16]2[N:17]=[C:8]([C:5]3[CH:6]=[CH:7][C:2]([F:1])=[CH:3][CH:4]=3)[CH:9]=[CH:10][C:11]=2[N:12]=[CH:13][N:14]=1. The yield is 0.960. (2) The reactants are C([NH:5][S:6]([C:9]1[CH:14]=[CH:13][CH:12]=[C:11]([C:15]2[N:16]=[CH:17][N:18]([C:20]3[N:25]=[C:24]([C:26]([F:29])([F:28])[F:27])[CH:23]=[C:22]([C:30]4[CH:35]=[CH:34][C:33]([F:36])=[C:32]([F:37])[CH:31]=4)[N:21]=3)[CH:19]=2)[CH:10]=1)(=[O:8])=[O:7])(C)(C)C.C(O)(C(F)(F)F)=O. The catalyst is ClCCl. The product is [F:37][C:32]1[CH:31]=[C:30]([C:22]2[CH:23]=[C:24]([C:26]([F:27])([F:28])[F:29])[N:25]=[C:20]([N:18]3[CH:19]=[C:15]([C:11]4[CH:10]=[C:9]([S:6]([NH2:5])(=[O:7])=[O:8])[CH:14]=[CH:13][CH:12]=4)[N:16]=[CH:17]3)[N:21]=2)[CH:35]=[CH:34][C:33]=1[F:36]. The yield is 0.120. (3) The reactants are [C:1]1([C:7]2[O:11][C:10]([C:12]([N:14]3[CH2:17][CH:16]([O:18][C:19]4[CH:26]=[CH:25][C:22]([CH:23]=O)=[CH:21][CH:20]=4)[CH2:15]3)=[O:13])=[N:9][N:8]=2)[CH:6]=[CH:5][CH:4]=[CH:3][CH:2]=1.C(N(CC)CC)C.Cl.[CH2:35]1[C:39]2([CH2:43][CH2:42][NH:41][CH2:40]2)[CH2:38][CH2:37][O:36]1.[Na].C([O-])(O)=O.[Na+]. The catalyst is ClCCl. The product is [CH2:35]1[C:39]2([CH2:43][CH2:42][N:41]([CH2:23][C:22]3[CH:21]=[CH:20][C:19]([O:18][CH:16]4[CH2:15][N:14]([C:12]([C:10]5[O:11][C:7]([C:1]6[CH:6]=[CH:5][CH:4]=[CH:3][CH:2]=6)=[N:8][N:9]=5)=[O:13])[CH2:17]4)=[CH:26][CH:25]=3)[CH2:40]2)[CH2:38][CH2:37][O:36]1. The yield is 0.810. (4) The reactants are [Br:1][C:2]1[N:3]=[C:4]2[C:11]([CH:12]=[O:13])=[CH:10][N:9]([CH2:14][O:15][CH2:16][CH2:17][Si:18]([CH3:21])([CH3:20])[CH3:19])[C:5]2=[N:6][C:7]=1[CH3:8].S(=O)(=O)([OH:24])N.P([O-])(O)(O)=O.[K+].Cl([O-])=O.[Na+]. The catalyst is O.C(OCC)(=O)C.O1CCCC1.C(O)(C)(C)C. The product is [Br:1][C:2]1[N:3]=[C:4]2[C:11]([C:12]([OH:24])=[O:13])=[CH:10][N:9]([CH2:14][O:15][CH2:16][CH2:17][Si:18]([CH3:20])([CH3:19])[CH3:21])[C:5]2=[N:6][C:7]=1[CH3:8]. The yield is 0.910.